From a dataset of CYP3A4 inhibition data for predicting drug metabolism from PubChem BioAssay. Regression/Classification. Given a drug SMILES string, predict its absorption, distribution, metabolism, or excretion properties. Task type varies by dataset: regression for continuous measurements (e.g., permeability, clearance, half-life) or binary classification for categorical outcomes (e.g., BBB penetration, CYP inhibition). Dataset: cyp3a4_veith. (1) The drug is N[C@@H](C(=O)O)c1ccc(P(=O)(O)O)cc1. The result is 0 (non-inhibitor). (2) The molecule is C/C(=N\NC(=O)c1cccc(C)c1)c1cccc(NC(=O)c2ccco2)c1. The result is 0 (non-inhibitor).